Dataset: Forward reaction prediction with 1.9M reactions from USPTO patents (1976-2016). Task: Predict the product of the given reaction. (1) Given the reactants [CH2:1]([O:5][C:6]1[N:14]=[C:13]2[C:9]([N:10]=[C:11]([O:25]C)[N:12]2[CH2:15][CH2:16][CH2:17][CH2:18][CH:19]2[CH2:24][CH2:23][CH2:22][NH:21][CH2:20]2)=[C:8]([NH2:27])[N:7]=1)[CH2:2][CH2:3][CH3:4].Br[CH2:29][CH2:30][CH:31]([CH3:33])[CH3:32], predict the reaction product. The product is: [NH2:27][C:8]1[N:7]=[C:6]([O:5][CH2:1][CH2:2][CH2:3][CH3:4])[N:14]=[C:13]2[C:9]=1[NH:10][C:11](=[O:25])[N:12]2[CH2:15][CH2:16][CH2:17][CH2:18][CH:19]1[CH2:24][CH2:23][CH2:22][N:21]([CH2:29][CH2:30][CH:31]([CH3:33])[CH3:32])[CH2:20]1. (2) Given the reactants [P:1]([O:19][CH2:20][CH2:21][C:22]([CH3:26])([CH3:25])[CH2:23][OH:24])([O:11][CH2:12][C:13]1[CH:18]=[CH:17][CH:16]=[CH:15][CH:14]=1)([O:3][CH2:4][C:5]1[CH:10]=[CH:9][CH:8]=[CH:7][CH:6]=1)=[O:2].[Cr](O[Cr]([O-])(=O)=O)([O-])(=O)=[O:28].[NH+]1C=CC=CC=1.[NH+]1C=CC=CC=1.C(O)(=O)CC(CC(O)=O)(C(O)=O)O, predict the reaction product. The product is: [CH2:4]([O:3][P:1]([O:19][CH2:20][CH2:21][C:22]([CH3:26])([CH3:25])[C:23]([OH:28])=[O:24])([O:11][CH2:12][C:13]1[CH:14]=[CH:15][CH:16]=[CH:17][CH:18]=1)=[O:2])[C:5]1[CH:6]=[CH:7][CH:8]=[CH:9][CH:10]=1. (3) Given the reactants [C:1]([C:5]1[CH:9]=[C:8]([NH2:10])[N:7]([C:11]2[CH:16]=[CH:15][CH:14]=[CH:13][CH:12]=2)[N:6]=1)([CH3:4])([CH3:3])[CH3:2].[OH-].[Na+].[C:19](Cl)(=[O:26])[O:20][CH2:21][C:22]([Cl:25])([Cl:24])[Cl:23], predict the reaction product. The product is: [Cl:23][C:22]([Cl:25])([Cl:24])[CH2:21][O:20][C:19](=[O:26])[NH:10][C:8]1[N:7]([C:11]2[CH:16]=[CH:15][CH:14]=[CH:13][CH:12]=2)[N:6]=[C:5]([C:1]([CH3:4])([CH3:2])[CH3:3])[CH:9]=1. (4) Given the reactants [Br:1][C:2]1[C:3]([N:9](O)/[CH:10]=[N:11]/[H])=[N:4][CH:5]=[C:6]([I:8])[CH:7]=1.FC(F)(F)C(OC(=O)C(F)(F)F)=O.C(=O)(O)[O-].[Na+], predict the reaction product. The product is: [Br:1][C:2]1[C:3]2[N:4]([N:11]=[CH:10][N:9]=2)[CH:5]=[C:6]([I:8])[CH:7]=1. (5) The product is: [O:9]1[CH2:13][CH2:12][CH2:11][CH:10]1[CH2:5][C:4]([O:3][CH2:2][CH3:1])=[O:8]. Given the reactants [CH3:1][CH2:2][O:3]/[C:4](/[O-:8])=[CH:5]/[N+]#N.[O:9]1[CH2:13][CH2:12][CH2:11][CH2:10]1, predict the reaction product. (6) Given the reactants Cl.[Sn](Cl)Cl.[N+:5]([C:8]1[CH:13]=[CH:12][CH:11]=[CH:10][C:9]=1[N:14]1[CH2:19][CH2:18][CH2:17][CH2:16][CH2:15]1)([O-])=O.C(=O)(O)[O-].[Na+], predict the reaction product. The product is: [N:14]1([C:9]2[CH:10]=[CH:11][CH:12]=[CH:13][C:8]=2[NH2:5])[CH2:19][CH2:18][CH2:17][CH2:16][CH2:15]1. (7) Given the reactants [C:1]([O:5][C:6]([N:8]1[CH2:12][CH2:11][CH2:10][C@@H:9]1[CH2:13][N:14]1[C:18]2[CH:19]=[CH:20][C:21]([C:23]([OH:25])=O)=[CH:22][C:17]=2[N:16]=[C:15]1[NH:26][C:27]([C:29]1[S:30][C:31]([CH:34]([F:36])[F:35])=[CH:32][CH:33]=1)=[O:28])=[O:7])([CH3:4])([CH3:3])[CH3:2].[CH3:37][C:38]([CH3:42])([CH3:41])[CH2:39][NH2:40].CCN(C(C)C)C(C)C.CN(C(ON1N=NC2C=CC=NC1=2)=[N+](C)C)C.F[P-](F)(F)(F)(F)F, predict the reaction product. The product is: [F:36][CH:34]([F:35])[C:31]1[S:30][C:29]([C:27]([NH:26][C:15]2[N:14]([CH2:13][C@H:9]3[CH2:10][CH2:11][CH2:12][N:8]3[C:6]([O:5][C:1]([CH3:4])([CH3:2])[CH3:3])=[O:7])[C:18]3[CH:19]=[CH:20][C:21]([C:23](=[O:25])[NH:40][CH2:39][C:38]([CH3:42])([CH3:41])[CH3:37])=[CH:22][C:17]=3[N:16]=2)=[O:28])=[CH:33][CH:32]=1.